The task is: Binary Classification. Given a miRNA mature sequence and a target amino acid sequence, predict their likelihood of interaction.. This data is from Experimentally validated miRNA-target interactions with 360,000+ pairs, plus equal number of negative samples. (1) The miRNA is hsa-miR-491-3p with sequence CUUAUGCAAGAUUCCCUUCUAC. The protein sequence of the target gene is MTTVTVTTEIPPRDKMEDNSALYESTSAHIIEETEYVKKIRTTLQKIRTQMFKDEIRHDSTNHKLDAKHCGNLQQGSDSEMDPSCCSLDLLMKKIKGKDLQLLEMNKENEVLKIKLQASREAGAAALRNVAQRLFENYQTQSEEVRKKQEDSKQLLQVNKLEKEQKLKQHVENLNQVAEKLEEKHSQITELENLVQRMEKEKRTLLERKLSLENKLLQLKSSATYGKSCQDLQREISILQEQISHLQFVIHSQHQNLRSVIQEMEGLKNNLKEQDKRIENLREKVNILEAQNKELKTQVA.... Result: 0 (no interaction). (2) The miRNA is cel-miR-72-5p with sequence AGGCAAGAUGUUGGCAUAGCUGA. The protein sequence of the target gene is MAVSAPLRSLEEEVTCSICLDYLRDPVTIDCGHVFCRSCTSDIRPISGNRPVCPLCKKPFKKENIRPVWQLASLVENIERLKVDNGRQPGELAREPQDMKLCERHQEKLHYYCEDDGKLLCVMCRESREHRPHTAVLVEKAALPHREKILNHLNTLRRDRDKIQGFQAKGEADILAALTKLQEQRQYIVAEFKQGHQFLKKREQHLLDQLATLEQLLTEGREKFKTRGVSELDRLTLVISELEGKARQPAAELMQDVCTTQDTKDFANKYPRKKFWIGKAIPHMVKRKAGEFSDKLLSLQ.... Result: 0 (no interaction). (3) The miRNA is hsa-miR-3689c with sequence CUGGGAGGUGUGAUAUUGUGGU. The protein sequence of the target gene is MDPLTKGSCGSQLAQTLLWKAKSSLSFGIQPLQTWPTKDPELESQVNLSVSEDLGCRRGDFSRKHYGSVELLISSDADGAIQRAGRFRVENGSTDESAAALPGTWRRTDVHLENPEYHTRWYFKYFLGQVHQNYIGNDAEKSPFFLSVTLSDQNNQRVPQYRAILWRKTGTQKICLPYSPTKTLSVKSILSAMNLDKFEKGPREIFHPEIQKDLLVLEEQEGSVNFKFGVLFAKDGQLTDDEMFSNEIGSEAFQKFLNLLGDTITLKGWTGYRGGLDTKNNTTGINSVYTVYQGHEVMFH.... Result: 0 (no interaction). (4) The miRNA is hsa-miR-485-5p with sequence AGAGGCUGGCCGUGAUGAAUUC. The protein sequence of the target gene is MPRGDSEQVRYCARFSYLWLKFSLIIYSTVFWLIGALVLSVGIYAEVERQKYKTLESAFLAPAIILILLGVVMFMVSFIGVLASLRDNLYLLQAFMYILGICLIMELIGGVVALTFRNQTIDFLNDNIRRGIENYYDDLDFKNIMDFVQKKFKCCGGEDYRDWSKNQYHDCSAPGPLACGVPYTCCIRNTTEVVNTMCGYKTIDKERFSVQDVIYVRGCTNAVIIWFMDNYTIMAGILLGILLPQFLGVLLTLLYITRVEDIIMEHSVTDGLLGPGAKPSVEAAGTGCCLCYPN. Result: 1 (interaction). (5) The miRNA is mmu-miR-3092-3p with sequence GAAUGGGGCUGUUUCCCCUCC. The protein sequence of the target gene is MSFKRPCPLARYNRTSYFYPTTFSESSEHSHLLVSPVLVASAVIGVVITLSCITIIVGSIRRDRQARIQRHHHRHRRHHHHHRHRRRRHREYASGGHTHSRSSPRMPYACSPAEDWPPPLDVSSEGDVDVTVLWELYPDSPPGYEECMGPGATQLYVPTDAPPPYSMTDSCPRLNGALDSDSGQSRSHRQQEQRTQGQSRLHTVSMDTLPPYEAVCGTGSPSDLLPLPGPEPWPSNSQGSPIPTQAPMPSPERIV. Result: 0 (no interaction). (6) The miRNA is hsa-miR-885-5p with sequence UCCAUUACACUACCCUGCCUCU. The protein sequence of the target gene is MAAEAWLWRWGWGWGQRCPGRPGLPGPGPSPTTFLHLLLLLGPVAADITDGNSEHLKREHSLIKPYQGVGSSSMPLWDFQGSTMLTSQYVRLTPDERSKEGSIWNHQPCFLKDWEMHVHFKVHGTGKKNLHGDGIALWYTRDRLVPGPVFGSKDNFHGLAIFLDTYPNDETTERVFPYISVMVNNGSLSYDHSKDGRWSELAGCTADFRNRDHDTFLAVRYSRGRLTVMTDLEDKNEWKNCIDITGVRLPTGYYFGASAGTGDLSDNHDIISIKLFQLTVERTPEEESIDWTKIEPGVNF.... Result: 0 (no interaction). (7) The miRNA is hsa-miR-506-5p with sequence UAUUCAGGAAGGUGUUACUUAA. The protein sequence of the target gene is MAWPLCTLLLLLATQAVALAWSPQEEDRIIEGGIYDADLNDERVQRALHFVISEYNKATEDEYYRRLLRVLRAREQIVGGVNYFFDIEVGRTICTKSQPNLDTCAFHEQPELQKKQLCSFQIYEVPWEDRMSLVNSRCQEA. Result: 0 (no interaction).